From a dataset of Full USPTO retrosynthesis dataset with 1.9M reactions from patents (1976-2016). Predict the reactants needed to synthesize the given product. (1) Given the product [CH3:7][O:10][C@H:11]1[CH2:16][O:15][CH2:14][C@@H:13]([C:17]([O:19][CH3:20])=[O:18])[CH2:12]1, predict the reactants needed to synthesize it. The reactants are: [OH-].[Na+].S(OC)(O[CH3:7])(=O)=O.[OH:10][C@H:11]1[CH2:16][O:15][CH2:14][C@@H:13]([C:17]([O:19][CH3:20])=[O:18])[CH2:12]1. (2) Given the product [C:18]([CH:11]([CH2:12][CH2:13][C:14]([F:17])([CH3:16])[CH3:15])[CH2:10][CH:9]([O:21][C:44](=[O:46])[CH3:45])[CH:8]([NH:22][C:23]([C:25]1[CH:34]=[N:33][C:32]2[C:27](=[CH:28][CH:29]=[CH:30][CH:31]=2)[N:26]=1)=[O:24])[CH2:1][C:2]1[CH:7]=[CH:6][CH:5]=[CH:4][CH:3]=1)(=[O:20])[NH2:19], predict the reactants needed to synthesize it. The reactants are: [CH2:1]([CH:8]([NH:22][C:23]([C:25]1[CH:34]=[N:33][C:32]2[C:27](=[CH:28][CH:29]=[CH:30][CH:31]=2)[N:26]=1)=[O:24])[CH:9]([OH:21])[CH2:10][CH:11]([C:18](=[O:20])[NH2:19])[CH2:12][CH2:13][C:14]([F:17])([CH3:16])[CH3:15])[C:2]1[CH:7]=[CH:6][CH:5]=[CH:4][CH:3]=1.CN(C1C=CC=CN=1)C.[C:44](OC(=O)C)(=[O:46])[CH3:45]. (3) Given the product [F:6][C:7]1[CH:12]=[CH:11][C:10]([N:13]2[CH:18]=[CH:17][N:16]3[N:29]=[C:20]([CH2:21][O:22][C:23]4[CH:28]=[CH:27][CH:26]=[CH:25][CH:24]=4)[N:19]=[C:15]3[C:14]2=[O:31])=[CH:9][CH:8]=1, predict the reactants needed to synthesize it. The reactants are: P(Cl)(Cl)(Cl)=O.[F:6][C:7]1[CH:12]=[CH:11][C:10]([N:13]2[CH:18]=[CH:17][N:16]=[C:15]([N:19](O)[C:20](=[NH:29])[CH2:21][O:22][C:23]3[CH:28]=[CH:27][CH:26]=[CH:25][CH:24]=3)[C:14]2=[O:31])=[CH:9][CH:8]=1.C([O-])([O-])=O.[Na+].[Na+]. (4) Given the product [NH2:10][C:11]1[C:20]2[N:21]=[C:22]([CH2:27][CH2:28][CH2:29][CH3:30])[N:23]([CH2:24][CH2:25][NH:26][C:7]([CH:5]3[CH2:4][CH2:3][C:2](=[O:1])[O:6]3)=[O:9])[C:19]=2[C:18]2[N:17]=[CH:16][CH:15]=[CH:14][C:13]=2[N:12]=1, predict the reactants needed to synthesize it. The reactants are: [O:1]=[C:2]1[O:6][C@H:5]([C:7]([OH:9])=O)[CH2:4][CH2:3]1.[NH2:10][C:11]1[C:20]2[N:21]=[C:22]([CH2:27][CH2:28][CH2:29][CH3:30])[N:23]([CH2:24][CH2:25][NH2:26])[C:19]=2[C:18]2[N:17]=[CH:16][CH:15]=[CH:14][C:13]=2[N:12]=1.Cl.CON(OC)CCCN=C=NCC. (5) Given the product [C:12]([O:39][C:1](=[O:8])[CH2:2][CH:21]([CH2:20][CH2:19][P:9]([O:8][CH2:1][C:2]1[CH:3]=[CH:4][CH:5]=[CH:6][CH:7]=1)([O:10][CH2:11][C:12]1[CH:13]=[CH:14][CH:15]=[CH:16][CH:17]=1)=[O:18])[C:22]([OH:23])=[O:40])([CH3:17])([CH3:13])[CH3:11], predict the reactants needed to synthesize it. The reactants are: [CH2:1]([O:8][P:9]([CH2:19][CH2:20][CH2:21][C:22](N1C(CC2C=CC=CC=2)COC1=O)=[O:23])(=[O:18])[O:10][CH2:11][C:12]1[CH:17]=[CH:16][CH:15]=[CH:14][CH:13]=1)[C:2]1[CH:7]=[CH:6][CH:5]=[CH:4][CH:3]=1.OO.[OH2:39].[OH-:40].[Li+].S([O-])([O-])=O.[Na+].[Na+]. (6) Given the product [Cl:48][C:46]1[CH:7]=[N:6][C:5]2[N:8]3[CH:12]=[CH:11][CH:10]=[C:9]3[CH:13]([CH2:14][C:15]([O:17][CH3:18])=[O:16])[O:20][CH:19]([C:21]3[CH:22]=[CH:27][CH:26]=[C:25]([O:36][CH3:35])[C:24]=3[O:28][CH3:29])[C:4]=2[CH:47]=1, predict the reactants needed to synthesize it. The reactants are: ClC1C=[C:4]([CH:19]([C:21](=O)[C:22]2[CH:27]=[CH:26][CH:25]=[C:24]([O:28][CH3:29])C=2OC)[OH:20])[C:5]([N:8]2[CH:12]=[CH:11][CH:10]=[C:9]2/[CH:13]=[CH:14]/[C:15]([O:17][CH3:18])=[O:16])=[N:6][CH:7]=1.FC(F)(F)[C:35](O)=[O:36].C(=O)(O)[O-].[Na+].Cl[CH:46]([Cl:48])[CH3:47].